This data is from Forward reaction prediction with 1.9M reactions from USPTO patents (1976-2016). The task is: Predict the product of the given reaction. (1) Given the reactants Cl[C:2]1[CH:9]=[CH:8][C:5]([C:6]#[N:7])=[CH:4][C:3]=1[N+:10]([O-:12])=[O:11].C(N(C(C)C)CC)(C)C.[Br:22][C:23]1[CH:24]=[C:25]([CH:27]=[CH:28][CH:29]=1)[NH2:26], predict the reaction product. The product is: [Br:22][C:23]1[CH:24]=[C:25]([NH:26][C:2]2[CH:9]=[CH:8][C:5]([C:6]#[N:7])=[CH:4][C:3]=2[N+:10]([O-:12])=[O:11])[CH:27]=[CH:28][CH:29]=1. (2) Given the reactants [OH:1][CH2:2][CH2:3][NH:4][CH2:5][CH:6]([OH:10])[CH:7]([CH3:9])[CH3:8].[C:11](O[C:11]([O:13][C:14]([CH3:17])([CH3:16])[CH3:15])=[O:12])([O:13][C:14]([CH3:17])([CH3:16])[CH3:15])=[O:12].C(N(CC)CC)C.O, predict the reaction product. The product is: [C:14]([O:13][C:11](=[O:12])[N:4]([CH2:3][CH2:2][OH:1])[CH2:5][CH:6]([OH:10])[CH:7]([CH3:9])[CH3:8])([CH3:17])([CH3:16])[CH3:15].